The task is: Predict the reactants needed to synthesize the given product.. This data is from Full USPTO retrosynthesis dataset with 1.9M reactions from patents (1976-2016). (1) Given the product [CH3:1][O:2][C:3]1[CH:4]=[C:5]([NH:10][C:11]2[N:16]=[C:15]([N:17]3[C:21]([CH3:22])=[CH:20][C:19]([C:23]([F:26])([F:24])[F:25])=[N:18]3)[C:14]([C:27]3[CH:28]=[C:29]([C:35]([NH:42][S:39]([CH3:38])(=[O:41])=[O:40])=[O:36])[C:30](=[O:34])[N:31]([CH3:33])[CH:32]=3)=[CH:13][N:12]=2)[CH:6]=[C:7]([CH3:9])[CH:8]=1, predict the reactants needed to synthesize it. The reactants are: [CH3:1][O:2][C:3]1[CH:4]=[C:5]([NH:10][C:11]2[N:16]=[C:15]([N:17]3[C:21]([CH3:22])=[CH:20][C:19]([C:23]([F:26])([F:25])[F:24])=[N:18]3)[C:14]([C:27]3[CH:28]=[C:29]([C:35](O)=[O:36])[C:30](=[O:34])[N:31]([CH3:33])[CH:32]=3)=[CH:13][N:12]=2)[CH:6]=[C:7]([CH3:9])[CH:8]=1.[CH3:38][S:39]([NH2:42])(=[O:41])=[O:40].C(N(CC)CC)C.[I-].ClC1C=CC=C[N+]=1C. (2) Given the product [C:27]([C:31]1[CH:35]=[C:34]([NH:36][C:20]([NH:19][C:16]2[CH:15]=[CH:14][C:13]([O:12][C:11]3[C:5]4[N:4]=[CH:3][C:2](=[O:1])[NH:7][C:6]=4[N:8]=[CH:9][CH:10]=3)=[CH:18][CH:17]=2)=[O:21])[N:33]([C:39]2[CH:40]=[CH:41][C:42]([CH3:45])=[CH:43][CH:44]=2)[N:32]=1)([CH3:30])([CH3:29])[CH3:28], predict the reactants needed to synthesize it. The reactants are: [O:1]=[C:2]1[NH:7][C:6]2[N:8]=[CH:9][CH:10]=[C:11]([O:12][C:13]3[CH:18]=[CH:17][C:16]([NH:19][C:20](=O)[O:21]C(C)(C)C)=[CH:15][CH:14]=3)[C:5]=2[N:4]=[CH:3]1.[C:27]([C:31]1[CH:35]=[C:34]([N:36]=C=O)[N:33]([C:39]2[CH:44]=[CH:43][C:42]([CH3:45])=[CH:41][CH:40]=2)[N:32]=1)([CH3:30])([CH3:29])[CH3:28]. (3) Given the product [CH2:24]([N:12]1[C:11]([C:4]2[CH:5]=[CH:6][C:7]([OH:9])=[CH:8][C:3]=2[O:2][CH3:1])=[C:19]2[C:14]([C:15]([C:20]([F:23])([F:21])[F:22])=[CH:16][CH:17]=[CH:18]2)=[N:13]1)[C:25]1[CH:30]=[CH:29][CH:28]=[CH:27][CH:26]=1, predict the reactants needed to synthesize it. The reactants are: [CH3:1][O:2][C:3]1[CH:8]=[C:7]([O:9]C)[CH:6]=[CH:5][C:4]=1[C:11]1[C:19]2[C:14](=[C:15]([C:20]([F:23])([F:22])[F:21])[CH:16]=[CH:17][CH:18]=2)[NH:13][N:12]=1.[CH2:24](Br)[C:25]1[CH:30]=[CH:29][CH:28]=[CH:27][CH:26]=1. (4) Given the product [Cl:1][C:2]1[CH:10]=[CH:9][C:8]2[N:7]([CH2:25][CH2:24][C:22]3[CH:21]=[N:20][CH:19]=[C:18]([CH3:17])[CH:23]=3)[C:6]3[CH2:11][CH2:12][N:13]([CH3:16])[CH2:14][CH2:15][C:5]=3[C:4]=2[CH:3]=1, predict the reactants needed to synthesize it. The reactants are: [Cl:1][C:2]1[CH:10]=[CH:9][C:8]2[NH:7][C:6]3[CH2:11][CH2:12][N:13]([CH3:16])[CH2:14][CH2:15][C:5]=3[C:4]=2[CH:3]=1.[CH3:17][C:18]1[CH:19]=[N:20][CH:21]=[C:22]([CH:24]=[CH2:25])[CH:23]=1.[OH-].[Na+]. (5) Given the product [C:1]([NH:8][CH:9]1[CH:13]([OH:14])[CH2:12][N:11]([C:15]([O:17][CH2:18][C:19]2[CH:24]=[CH:23][CH:22]=[CH:21][CH:20]=2)=[O:16])[CH2:10]1)(=[O:3])[CH3:2], predict the reactants needed to synthesize it. The reactants are: [C:1](OC(=O)C)(=[O:3])[CH3:2].[NH2:8][CH:9]1[CH:13]([OH:14])[CH2:12][N:11]([C:15]([O:17][CH2:18][C:19]2[CH:24]=[CH:23][CH:22]=[CH:21][CH:20]=2)=[O:16])[CH2:10]1.C(OCC)C. (6) Given the product [CH3:1][O:2][C:3](=[O:26])[C@@H:4]([CH3:25])[CH2:5][C@H:6]([NH:17][C:18]([O:20][C:21]([CH3:23])([CH3:22])[CH3:24])=[O:19])[C:7]([OH:9])=[O:8], predict the reactants needed to synthesize it. The reactants are: [CH3:1][O:2][C:3](=[O:26])[C@@H:4]([CH3:25])[CH2:5][C@H:6]([NH:17][C:18]([O:20][C:21]([CH3:24])([CH3:23])[CH3:22])=[O:19])[C:7]([O:9]CC1C=CC=CC=1)=[O:8]. (7) The reactants are: [CH3:1][O:2][C:3]1[CH:8]=[CH:7][C:6]([C:9](=O)[CH2:10][C:11]([O:13][CH2:14][CH3:15])=[O:12])=[CH:5][CH:4]=1.[CH3:17][O:18][NH2:19].Cl. Given the product [CH3:17][O:18][N:19]=[C:9]([C:6]1[CH:7]=[CH:8][C:3]([O:2][CH3:1])=[CH:4][CH:5]=1)[CH2:10][C:11]([O:13][CH2:14][CH3:15])=[O:12], predict the reactants needed to synthesize it. (8) Given the product [CH2:2]([O:9][C:10]1[CH:19]=[CH:18][CH:17]=[C:16]2[C:11]=1[CH2:12][CH2:13][CH2:14][CH:15]2[C:20]([N:22]([CH2:23][C:24]1[CH:25]=[N:26][N:27]([CH2:39][CH2:40][CH2:41][CH2:42][CH2:43][CH2:44][C:45]([O:47][CH2:48][CH3:49])=[O:46])[CH:28]=1)[C:29]1[CH:30]=[N:31][C:32]([CH:35]([CH3:37])[CH3:36])=[CH:33][CH:34]=1)=[O:21])[C:3]1[CH:8]=[CH:7][CH:6]=[CH:5][CH:4]=1, predict the reactants needed to synthesize it. The reactants are: Cl.[CH2:2]([O:9][C:10]1[CH:19]=[CH:18][CH:17]=[C:16]2[C:11]=1[CH2:12][CH2:13][CH2:14][CH:15]2[C:20]([N:22]([C:29]1[CH:30]=[N:31][C:32]([CH:35]([CH3:37])[CH3:36])=[CH:33][CH:34]=1)[CH2:23][C:24]1[CH:25]=[N:26][NH:27][CH:28]=1)=[O:21])[C:3]1[CH:8]=[CH:7][CH:6]=[CH:5][CH:4]=1.Br[CH2:39][CH2:40][CH2:41][CH2:42][CH2:43][CH2:44][C:45]([O:47][CH2:48][CH3:49])=[O:46]. (9) Given the product [CH2:1]([O:8][C:9]1[CH:10]=[C:11]([OH:50])[C:12]2[S:16][C:15]([CH3:17])=[N:14][C:13]=2[CH:18]=1)[C:2]1[CH:7]=[CH:6][CH:5]=[CH:4][CH:3]=1, predict the reactants needed to synthesize it. The reactants are: [CH2:1]([O:8][C:9]1[CH:10]=[C:11](Br)[C:12]2[S:16][C:15]([CH3:17])=[N:14][C:13]=2[CH:18]=1)[C:2]1[CH:7]=[CH:6][CH:5]=[CH:4][CH:3]=1.C(P(C(C)(C)C)C1C=CC=CC=1C1C(C(C)C)=CC(C(C)C)=CC=1C(C)C)(C)(C)C.[OH-:50].[K+].Cl.